Dataset: Peptide-MHC class II binding affinity with 134,281 pairs from IEDB. Task: Regression. Given a peptide amino acid sequence and an MHC pseudo amino acid sequence, predict their binding affinity value. This is MHC class II binding data. The peptide sequence is GLALSHLNAMSKVRK. The MHC is HLA-DQA10103-DQB10603 with pseudo-sequence HLA-DQA10103-DQB10603. The binding affinity (normalized) is 0.310.